From a dataset of Reaction yield outcomes from USPTO patents with 853,638 reactions. Predict the reaction yield, written as a fraction of the theoretical maximum amount of product (1.0 means a 100% yield; for example, 0.34 means a 34% yield). (1) The reactants are [CH3:1][O:2][C:3]1[CH:11]=[C:10]2[C:6]([CH:7]=[CH:8][NH:9]2)=[CH:5][CH:4]=1.[N@:12]1([C:19]([O:21][CH2:22][C:23]2[CH:28]=[CH:27][CH:26]=[CH:25][CH:24]=2)=[O:20])[CH2:14][CH:13]1[C:15]([O:17][CH3:18])=[O:16].[O-]S(C(F)(F)F)(=O)=O.[Yb+3].[O-]S(C(F)(F)F)(=O)=O.[O-]S(C(F)(F)F)(=O)=O.[Al]. The catalyst is C(Cl)Cl. The product is [CH2:22]([O:21][C:19]([NH:12][C@@H:13]([CH2:14][C:7]1[C:6]2[C:10](=[CH:11][C:3]([O:2][CH3:1])=[CH:4][CH:5]=2)[NH:9][CH:8]=1)[C:15]([O:17][CH3:18])=[O:16])=[O:20])[C:23]1[CH:24]=[CH:25][CH:26]=[CH:27][CH:28]=1. The yield is 0.647. (2) The reactants are C([O:3][C:4](=[O:58])[CH2:5][CH2:6][NH:7][C:8]([C@:10]12[CH2:44][CH2:43][C@@H:42]([C:45]([CH2:47][N:48]([CH3:57])[C:49](=[O:56])[CH2:50][CH2:51][C:52]([O:54]C)=[O:53])=[CH2:46])[C@@H:11]1[C@@H:12]1[C@@:25]([CH3:28])([CH2:26][CH2:27]2)[C@@:24]2([CH3:29])[C@@H:15]([C@:16]3([CH3:41])[C@@H:21]([CH2:22][CH2:23]2)[C:20]([CH3:31])([CH3:30])[C:19]([C:32]2[CH:40]=[CH:39][C:35]([C:36]([OH:38])=[O:37])=[CH:34][CH:33]=2)=[CH:18][CH2:17]3)[CH2:14][CH2:13]1)=[O:9])C.[OH-].[Na+]. The catalyst is O1CCOCC1. The product is [C:52]([CH2:51][CH2:50][C:49]([N:48]([CH2:47][C:45]([C@H:42]1[C@@H:11]2[C@@H:12]3[C@@:25]([CH3:28])([CH2:26][CH2:27][C@@:10]2([C:8](=[O:9])[NH:7][CH2:6][CH2:5][C:4]([OH:58])=[O:3])[CH2:44][CH2:43]1)[C@@:24]1([CH3:29])[C@@H:15]([C@:16]2([CH3:41])[C@@H:21]([CH2:22][CH2:23]1)[C:20]([CH3:31])([CH3:30])[C:19]([C:32]1[CH:40]=[CH:39][C:35]([C:36]([OH:38])=[O:37])=[CH:34][CH:33]=1)=[CH:18][CH2:17]2)[CH2:14][CH2:13]3)=[CH2:46])[CH3:57])=[O:56])([OH:54])=[O:53]. The yield is 0.220. (3) The reactants are C([O-])(=O)C.[Na+].[OH:6][C:7]1[C:12]([C:13]#[N:14])=[C:11]([C:15]([F:18])([F:17])[F:16])[CH:10]=[C:9]([CH3:19])[N:8]=1. The catalyst is [Pd].[Pt](=O)=O.C(O)(=O)C. The product is [NH2:14][CH2:13][C:12]1[C:7](=[O:6])[NH:8][C:9]([CH3:19])=[CH:10][C:11]=1[C:15]([F:16])([F:17])[F:18]. The yield is 0.400. (4) The reactants are C1C2C(OC(=O)[N:16](C)[C@H:17]([CH:49]([CH3:51])[CH3:50])[C:18]([N:20]([CH:22]3[CH2:38][C@@H:37]4[C@@:25]([CH3:48])([C@@H:26]5[C@@H:34]([CH2:35][CH2:36]4)[C@:33]4([OH:39])[C@@:29]([CH3:47])([C@@H:30]([C:40]6[CH:41]=[CH:42][C:43](=[O:46])[O:44][CH:45]=6)[CH2:31][CH2:32]4)[CH2:28][CH2:27]5)[CH2:24][CH2:23]3)[CH3:21])=[O:19])C3C(=CC=CC=3)C=2C=CC=1. The catalyst is C(Cl)Cl.N1CCCCC1. The product is [NH2:16][C@H:17]([CH:49]([CH3:51])[CH3:50])[C:18]([N:20]([CH:22]1[CH2:38][C@@H:37]2[C@@:25]([CH3:48])([C@@H:26]3[C@@H:34]([CH2:35][CH2:36]2)[C@:33]2([OH:39])[C@@:29]([CH3:47])([C@@H:30]([C:40]4[CH:41]=[CH:42][C:43](=[O:46])[O:44][CH:45]=4)[CH2:31][CH2:32]2)[CH2:28][CH2:27]3)[CH2:24][CH2:23]1)[CH3:21])=[O:19]. The yield is 0.200.